Dataset: Catalyst prediction with 721,799 reactions and 888 catalyst types from USPTO. Task: Predict which catalyst facilitates the given reaction. (1) Reactant: [OH-].[Li+].[CH2:3]([C:7]1[S:8][CH:9]=[C:10]([C:12]([O:14]CC)=[O:13])[N:11]=1)[CH2:4][CH2:5][CH3:6].Cl. Product: [CH2:3]([C:7]1[S:8][CH:9]=[C:10]([C:12]([OH:14])=[O:13])[N:11]=1)[CH2:4][CH2:5][CH3:6]. The catalyst class is: 20. (2) Reactant: [Si:1]([O:8][CH2:9][C@H:10]1[O:14][C@@H:13]([N:15]2[CH:22]=[C:21]([I:23])[C:19]([NH2:20])=[N:18][C:16]2=[O:17])[CH2:12][C@@H:11]1[OH:24])([C:4]([CH3:7])([CH3:6])[CH3:5])([CH3:3])[CH3:2].[H-].[Na+].[CH2:27](Br)[CH:28]=[CH2:29].C([O-])(O)=O.[Na+]. Product: [CH2:29]([O:24][C@@H:11]1[C@@H:10]([CH2:9][O:8][Si:1]([C:4]([CH3:7])([CH3:5])[CH3:6])([CH3:2])[CH3:3])[O:14][C@@H:13]([N:15]2[CH:22]=[C:21]([I:23])[C:19]([NH2:20])=[N:18][C:16]2=[O:17])[CH2:12]1)[CH:28]=[CH2:27]. The catalyst class is: 1. (3) The catalyst class is: 3. Reactant: [I:1][C:2]1[C:10]2[C:5](=[CH:6][CH:7]=[C:8]([C:11]([OH:13])=O)[CH:9]=2)[NH:4][N:3]=1.[S:14]1[CH:18]=[CH:17][CH:16]=[C:15]1[C@H:19]([NH2:21])[CH3:20].CN(C(ON1N=NC2C=CC=CC1=2)=[N+](C)C)C.[B-](F)(F)(F)F.CCN(C(C)C)C(C)C. Product: [I:1][C:2]1[C:10]2[C:5](=[CH:6][CH:7]=[C:8]([C:11]([NH:21][C@@H:19]([C:15]3[S:14][CH:18]=[CH:17][CH:16]=3)[CH3:20])=[O:13])[CH:9]=2)[NH:4][N:3]=1. (4) Product: [NH2:1][C:2]1[N:3]=[C:4]([Cl:20])[C:5]2=[C:6]([N:8]([CH2:12][C:13]3[S:14][C:15]([CH3:19])=[C:16]([CH3:18])[N:17]=3)[C:9](=[O:11])/[C:10]/2=[CH:21]\[C:23]2[NH:27][CH:26]=[C:25]([C:28]([OH:30])=[O:29])[CH:24]=2)[N:7]=1. Reactant: [NH2:1][C:2]1[N:3]=[C:4]([Cl:20])[C:5]2[CH2:10][C:9](=[O:11])[N:8]([CH2:12][C:13]3[S:14][C:15]([CH3:19])=[C:16]([CH3:18])[N:17]=3)[C:6]=2[N:7]=1.[CH:21]([C:23]1[NH:27][CH:26]=[C:25]([C:28]([OH:30])=[O:29])[CH:24]=1)=O.N1CCCCC1. The catalyst class is: 14. (5) Reactant: [S:1]1[CH:5]=[CH:4][C:3]2[C:6](=[O:10])[CH2:7][CH2:8][CH2:9][C:2]1=2.[N+:11]([O-])([OH:13])=[O:12]. Product: [N+:11]([C:5]1[S:1][C:2]2[CH2:9][CH2:8][CH2:7][C:6](=[O:10])[C:3]=2[CH:4]=1)([O-:13])=[O:12]. The catalyst class is: 65. (6) Reactant: [NH2:1][C@@H:2]([CH2:22][C:23]1[CH:28]=[CH:27][C:26]([Cl:29])=[CH:25][CH:24]=1)[C:3]([N:5]1[CH2:10][CH2:9][N:8]([C:11]2[CH:16]=[CH:15][CH:14]=[CH:13][C:12]=2[NH:17][S:18]([CH3:21])(=[O:20])=[O:19])[CH2:7][CH2:6]1)=[O:4].[N:30]1([C:43]([O:45][C:46]([CH3:49])([CH3:48])[CH3:47])=[O:44])[CH2:39][C:38]2[C:33](=[CH:34][CH:35]=[CH:36][CH:37]=2)[CH2:32][C@H:31]1[C:40](O)=[O:41].CCN=C=NCCCN(C)C.CI.C1C=NC2N(O)N=NC=2C=1. Product: [Cl:29][C:26]1[CH:25]=[CH:24][C:23]([CH2:22][C@H:2]([NH:1][C:40]([C@@H:31]2[CH2:32][C:33]3[C:38](=[CH:37][CH:36]=[CH:35][CH:34]=3)[CH2:39][N:30]2[C:43]([O:45][C:46]([CH3:49])([CH3:48])[CH3:47])=[O:44])=[O:41])[C:3]([N:5]2[CH2:6][CH2:7][N:8]([C:11]3[CH:16]=[CH:15][CH:14]=[CH:13][C:12]=3[NH:17][S:18]([CH3:21])(=[O:19])=[O:20])[CH2:9][CH2:10]2)=[O:4])=[CH:28][CH:27]=1. The catalyst class is: 3. (7) Reactant: [F:1][C:2]1[CH:7]=[CH:6][C:5]([CH2:8][N:9]2[CH:13]=[C:12]([CH2:14][N:15]([C:29]3[CH:30]=[N:31][C:32]([CH:35]([CH3:37])[CH3:36])=[CH:33][CH:34]=3)[C:16]([CH:18]3[C:27]4[C:22](=[C:23]([OH:28])[CH:24]=[CH:25][CH:26]=4)[CH2:21][CH2:20][CH2:19]3)=[O:17])[CH:11]=[N:10]2)=[CH:4][CH:3]=1.[Cl:38]C1C=CC=C(C(OO)=[O:46])C=1. Product: [ClH:38].[F:1][C:2]1[CH:7]=[CH:6][C:5]([CH2:8][N:9]2[CH:13]=[C:12]([CH2:14][N:15]([C:29]3[CH:30]=[N+:31]([O-:46])[C:32]([CH:35]([CH3:37])[CH3:36])=[CH:33][CH:34]=3)[C:16]([CH:18]3[C:27]4[C:22](=[C:23]([OH:28])[CH:24]=[CH:25][CH:26]=4)[CH2:21][CH2:20][CH2:19]3)=[O:17])[CH:11]=[N:10]2)=[CH:4][CH:3]=1. The catalyst class is: 22. (8) Reactant: [NH2:1][C:2]1[CH:11]=[CH:10][C:9]([C:12]([F:15])([F:14])[F:13])=[CH:8][C:3]=1[C:4]([O:6][CH3:7])=[O:5].[I:16]N1C(=O)CCC1=O. Product: [NH2:1][C:2]1[C:11]([I:16])=[CH:10][C:9]([C:12]([F:13])([F:14])[F:15])=[CH:8][C:3]=1[C:4]([O:6][CH3:7])=[O:5]. The catalyst class is: 55.